Dataset: Reaction yield outcomes from USPTO patents with 853,638 reactions. Task: Predict the reaction yield, written as a fraction of the theoretical maximum amount of product (1.0 means a 100% yield; for example, 0.34 means a 34% yield). (1) The reactants are Br[C:2]1[CH:3]=[N:4][CH:5]=[C:6]2[C:11]=1[N:10]=[C:9]([C:12]([NH2:14])=[O:13])[CH:8]=[CH:7]2.[F:15][C:16]1[CH:21]=[CH:20][CH:19]=[CH:18][C:17]=1B(O)O.C(=O)([O-])[O-].[Cs+].[Cs+]. The catalyst is O1CCOCC1.O.C1(P([C-]2C=CC=C2)C2C=CC=CC=2)C=CC=CC=1.[C-]1(P(C2C=CC=CC=2)C2C=CC=CC=2)C=CC=C1.[Fe+2].[Pd](Cl)Cl. The product is [F:15][C:16]1[CH:21]=[CH:20][CH:19]=[CH:18][C:17]=1[C:2]1[CH:3]=[N:4][CH:5]=[C:6]2[C:11]=1[N:10]=[C:9]([C:12]([NH2:14])=[O:13])[CH:8]=[CH:7]2. The yield is 0.830. (2) The reactants are [F:1][C:2]([C:5]1[C:10](O)=[CH:9][CH:8]=[C:7](C)[CH:6]=1)([F:4])[F:3].Br[CH:14]([CH3:20])[C:15]([O:17][CH2:18][CH3:19])=[O:16].C([O-])([O-])=[O:22].[Cs+].[Cs+]. The catalyst is CN(C=O)C. The product is [CH2:18]([O:17][C:15](=[O:16])[CH:14]([O:22][C:8]1[CH:7]=[CH:6][C:5]([C:2]([F:1])([F:3])[F:4])=[CH:10][CH:9]=1)[CH3:20])[CH3:19]. The yield is 0.890. (3) The reactants are [C:1]([O:7][CH2:8][CH3:9])(=[O:6])[CH2:2][C:3]([CH3:5])=O.[CH3:10]OC(OC)N(C)C.Cl.[C:19]1([NH:25][NH2:26])[CH:24]=[CH:23][CH:22]=[CH:21][CH:20]=1. The catalyst is C(O)C. The product is [CH3:5][C:3]1[N:25]([C:19]2[CH:24]=[CH:23][CH:22]=[CH:21][CH:20]=2)[N:26]=[CH:10][C:2]=1[C:1]([O:7][CH2:8][CH3:9])=[O:6]. The yield is 0.870. (4) The reactants are [OH:1][C:2]1[CH:7]=[C:6]([O:8][CH:9]([CH3:11])[CH3:10])[CH:5]=[CH:4][C:3]=1[CH2:12][CH2:13][C:14]([O:16][CH2:17][CH3:18])=[O:15].[H-].[Na+].Cl[C:22]1[C:27]([Cl:28])=[CH:26][C:25]([C:29]([F:32])([F:31])[F:30])=[CH:24][N:23]=1.[Cl-].[NH4+]. The catalyst is CN(C)C=O. The product is [Cl:28][C:27]1[C:22]([O:1][C:2]2[CH:7]=[C:6]([O:8][CH:9]([CH3:11])[CH3:10])[CH:5]=[CH:4][C:3]=2[CH2:12][CH2:13][C:14]([O:16][CH2:17][CH3:18])=[O:15])=[N:23][CH:24]=[C:25]([C:29]([F:31])([F:30])[F:32])[CH:26]=1. The yield is 0.780. (5) The reactants are [O:1]([CH2:8][CH2:9][CH2:10][NH:11][C:12]([C:14]1[C:18]([NH:19][C:20]([C:22]2[CH:27]=[CH:26][CH:25]=[CH:24][N:23]=2)=[O:21])=[CH:17][N:16](C2CCCCO2)[N:15]=1)=[O:13])[C:2]1[CH:7]=[CH:6][CH:5]=[CH:4][CH:3]=1.O.C1(C)C=CC(S(O)(=O)=O)=CC=1. The catalyst is C(O)C. The product is [O:1]([CH2:8][CH2:9][CH2:10][NH:11][C:12]([C:14]1[C:18]([NH:19][C:20]([C:22]2[CH:27]=[CH:26][CH:25]=[CH:24][N:23]=2)=[O:21])=[CH:17][NH:16][N:15]=1)=[O:13])[C:2]1[CH:3]=[CH:4][CH:5]=[CH:6][CH:7]=1. The yield is 0.900. (6) The reactants are [OH:1][CH2:2][CH2:3][CH2:4][CH2:5][CH2:6][CH2:7][CH2:8][CH2:9][CH2:10][CH2:11][CH2:12][C:13]([OH:15])=[O:14].S(=O)(=O)(O)O.[C:21](=O)(O)[O-].[Na+]. The catalyst is CO. The product is [OH:1][CH2:2][CH2:3][CH2:4][CH2:5][CH2:6][CH2:7][CH2:8][CH2:9][CH2:10][CH2:11][CH2:12][C:13]([O:15][CH3:21])=[O:14]. The yield is 0.960. (7) The reactants are CN(CCO)C.[Cl:7][C:8]1[CH:27]=[CH:26][C:11]([CH2:12][N:13]2[CH:18]=[N:17][C:16]([N:19]3[CH2:24][CH2:23][NH:22][CH2:21][CH2:20]3)=[N:15][C:14]2=[O:25])=[CH:10][CH:9]=1.Br[C:29]1[S:30][C:31]([Cl:34])=[CH:32][CH:33]=1.P([O-])([O-])([O-])=O.[K+].[K+].[K+]. The catalyst is [Cu].[Cu]I.C(OCC)(=O)C.CCOCC.O. The product is [Cl:7][C:8]1[CH:27]=[CH:26][C:11]([CH2:12][N:13]2[CH:18]=[N:17][C:16]([N:19]3[CH2:24][CH2:23][N:22]([C:29]4[S:30][C:31]([Cl:34])=[CH:32][CH:33]=4)[CH2:21][CH2:20]3)=[N:15][C:14]2=[O:25])=[CH:10][CH:9]=1. The yield is 0.0120.